From a dataset of Full USPTO retrosynthesis dataset with 1.9M reactions from patents (1976-2016). Predict the reactants needed to synthesize the given product. (1) The reactants are: [CH3:1][N:2]([CH3:30])[CH2:3][CH2:4][N:5]([CH2:18][CH2:19][NH:20][C:21]1[CH:26]=[CH:25][C:24]([N+:27]([O-:29])=[O:28])=[CH:23][N:22]=1)[S:6]([C:9]1[CH:14]=[CH:13][CH:12]=[CH:11][C:10]=1[N+:15]([O-:17])=[O:16])(=[O:8])=[O:7].OCCN1C[CH2:38][O:37][CH2:36]C1. Given the product [N:2]1([CH2:3][CH2:4][N:5]([CH2:18][CH2:19][NH:20][C:21]2[CH:26]=[CH:25][C:24]([N+:27]([O-:29])=[O:28])=[CH:23][N:22]=2)[S:6]([C:9]2[CH:14]=[CH:13][CH:12]=[CH:11][C:10]=2[N+:15]([O-:17])=[O:16])(=[O:7])=[O:8])[CH2:30][CH2:38][O:37][CH2:36][CH2:1]1, predict the reactants needed to synthesize it. (2) Given the product [CH3:1][O:2][C:3]1[CH:11]=[C:10]2[C:6]([CH:7]=[N:8][C:9]2([CH3:13])[CH3:12])=[CH:5][CH:4]=1, predict the reactants needed to synthesize it. The reactants are: [CH3:1][O:2][C:3]1[CH:11]=[C:10]2[C:6]([CH2:7][NH:8][C:9]2([CH3:13])[CH3:12])=[CH:5][CH:4]=1. (3) Given the product [F:47][C:44]([F:45])([F:46])[C:42]1[CH:41]=[C:5]([CH:4]=[C:3]([C:2]([F:1])([F:48])[F:49])[CH:43]=1)[CH2:6][N:7]([CH2:19][C:20]1[CH:25]=[C:24]([C:26]([F:29])([F:28])[F:27])[CH:23]=[CH:22][C:21]=1[C:30]1[CH:35]=[C:34]([CH:36]([CH3:37])[CH3:38])[CH:33]=[CH:32][C:31]=1[O:39][CH3:40])[C:8]1[N:9]=[CH:10][C:11]([C:14]([OH:16])=[O:15])=[CH:12][N:13]=1, predict the reactants needed to synthesize it. The reactants are: [F:1][C:2]([F:49])([F:48])[C:3]1[CH:4]=[C:5]([CH:41]=[C:42]([C:44]([F:47])([F:46])[F:45])[CH:43]=1)[CH2:6][N:7]([CH2:19][C:20]1[CH:25]=[C:24]([C:26]([F:29])([F:28])[F:27])[CH:23]=[CH:22][C:21]=1[C:30]1[CH:35]=[C:34]([CH:36]([CH3:38])[CH3:37])[CH:33]=[CH:32][C:31]=1[O:39][CH3:40])[C:8]1[N:13]=[CH:12][C:11]([C:14]([O:16]CC)=[O:15])=[CH:10][N:9]=1.[OH-].[Na+]. (4) Given the product [CH3:25][CH:24]([N:26]1[CH2:27][CH2:28][CH:29]([O:32][C:33]2[CH:38]=[CH:37][C:36]([CH:39]3[CH2:44][CH2:43][N:42]([C:9]([C:6]4[CH:5]=[CH:4][C:3]([C:1]#[N:2])=[N:8][CH:7]=4)=[O:11])[CH2:41][CH2:40]3)=[CH:35][CH:34]=2)[CH2:30][CH2:31]1)[CH3:23], predict the reactants needed to synthesize it. The reactants are: [C:1]([C:3]1[N:8]=[CH:7][C:6]([C:9]([OH:11])=O)=[CH:5][CH:4]=1)#[N:2].O.ON1C2C=CC=CC=2N=N1.[CH3:23][CH:24]([N:26]1[CH2:31][CH2:30][CH:29]([O:32][C:33]2[CH:38]=[CH:37][C:36]([CH:39]3[CH2:44][CH2:43][NH:42][CH2:41][CH2:40]3)=[CH:35][CH:34]=2)[CH2:28][CH2:27]1)[CH3:25]. (5) Given the product [O:1]1[CH:5]=[CH:4][N:3]=[C:2]1[C:12]1[N:17]=[C:16]([NH2:18])[CH:15]=[C:14]([N:22]2[CH:26]=[CH:25][CH:24]=[N:23]2)[N:13]=1, predict the reactants needed to synthesize it. The reactants are: [O:1]1[CH:5]=[CH:4][N:3]=[CH:2]1.[Li]CCCC.Cl[C:12]1[N:17]=[C:16]([NH:18]C(=O)C)[CH:15]=[C:14]([N:22]2[CH:26]=[CH:25][CH:24]=[N:23]2)[N:13]=1.CC1OC(C(N)=N)=CC=1. (6) Given the product [Cl:1][C:2]1[C:3]([C:9]([NH:28][S:25]([C:23]2[CH:22]=[CH:21][CH:20]=[C:19]([N+:16]([O-:18])=[O:17])[N:24]=2)(=[O:26])=[O:27])=[O:11])=[N:4][CH:5]=[C:6]([Cl:8])[N:7]=1, predict the reactants needed to synthesize it. The reactants are: [Cl:1][C:2]1[C:3]([C:9]([OH:11])=O)=[N:4][CH:5]=[C:6]([Cl:8])[N:7]=1.S(Cl)(Cl)=O.[N+:16]([C:19]1[N:24]=[C:23]([S:25]([NH2:28])(=[O:27])=[O:26])[CH:22]=[CH:21][CH:20]=1)([O-:18])=[O:17].C(N(CC)CC)C. (7) The reactants are: [CH3:1][O:2][C@@H:3]1[C@@H:8]2[C@H:6]([O:7]2)[C@@H:5]([CH2:9][OH:10])[O:4]1.[H-].[Na+].[CH:13]1[CH:18]=[CH:17][C:16]([CH2:19]Br)=[CH:15][CH:14]=1. Given the product [CH2:19]([O:10][CH2:9][C@H:5]1[O:4][C@H:3]([O:2][CH3:1])[C@@H:8]2[C@@H:6]1[O:7]2)[C:16]1[CH:17]=[CH:18][CH:13]=[CH:14][CH:15]=1, predict the reactants needed to synthesize it.